This data is from Catalyst prediction with 721,799 reactions and 888 catalyst types from USPTO. The task is: Predict which catalyst facilitates the given reaction. Reactant: Br[C:2]1[S:6][C:5]([C:7]2[N:11]3[N:12]=[C:13]([CH3:21])[CH:14]=[C:15]([CH:16]([CH2:19][CH3:20])[CH2:17][CH3:18])[C:10]3=[N:9][C:8]=2[CH3:22])=[C:4]([CH3:23])[CH:3]=1.[Br-].[F:25][C:26]1[CH:27]=[C:28]([Zn+])[CH:29]=[CH:30][C:31]=1[F:32].C1COCC1. Product: [F:25][C:26]1[CH:27]=[C:28]([C:2]2[S:6][C:5]([C:7]3[N:11]4[N:12]=[C:13]([CH3:21])[CH:14]=[C:15]([CH:16]([CH2:19][CH3:20])[CH2:17][CH3:18])[C:10]4=[N:9][C:8]=3[CH3:22])=[C:4]([CH3:23])[CH:3]=2)[CH:29]=[CH:30][C:31]=1[F:32]. The catalyst class is: 140.